From a dataset of NCI-60 drug combinations with 297,098 pairs across 59 cell lines. Regression. Given two drug SMILES strings and cell line genomic features, predict the synergy score measuring deviation from expected non-interaction effect. (1) Drug 1: C1=CC(=CC=C1C#N)C(C2=CC=C(C=C2)C#N)N3C=NC=N3. Drug 2: C1C(C(OC1N2C=C(C(=O)NC2=O)F)CO)O. Cell line: SK-MEL-28. Synergy scores: CSS=4.76, Synergy_ZIP=2.67, Synergy_Bliss=10.5, Synergy_Loewe=-6.87, Synergy_HSA=-3.52. (2) Drug 1: CC1=C(N=C(N=C1N)C(CC(=O)N)NCC(C(=O)N)N)C(=O)NC(C(C2=CN=CN2)OC3C(C(C(C(O3)CO)O)O)OC4C(C(C(C(O4)CO)O)OC(=O)N)O)C(=O)NC(C)C(C(C)C(=O)NC(C(C)O)C(=O)NCCC5=NC(=CS5)C6=NC(=CS6)C(=O)NCCC[S+](C)C)O. Drug 2: CC12CCC3C(C1CCC2O)C(CC4=C3C=CC(=C4)O)CCCCCCCCCS(=O)CCCC(C(F)(F)F)(F)F. Cell line: SK-MEL-28. Synergy scores: CSS=18.2, Synergy_ZIP=-7.28, Synergy_Bliss=-8.74, Synergy_Loewe=-17.2, Synergy_HSA=-5.53. (3) Drug 1: C1=CC(=CC=C1CCC2=CNC3=C2C(=O)NC(=N3)N)C(=O)NC(CCC(=O)O)C(=O)O. Drug 2: C1=C(C(=O)NC(=O)N1)F. Cell line: ACHN. Synergy scores: CSS=49.9, Synergy_ZIP=-3.92, Synergy_Bliss=-1.04, Synergy_Loewe=3.85, Synergy_HSA=5.03. (4) Synergy scores: CSS=40.5, Synergy_ZIP=0.661, Synergy_Bliss=1.06, Synergy_Loewe=0.393, Synergy_HSA=0.655. Drug 1: CN1CCC(CC1)COC2=C(C=C3C(=C2)N=CN=C3NC4=C(C=C(C=C4)Br)F)OC. Cell line: HCT116. Drug 2: C1=CC(=CC=C1CCCC(=O)O)N(CCCl)CCCl. (5) Drug 1: CNC(=O)C1=CC=CC=C1SC2=CC3=C(C=C2)C(=NN3)C=CC4=CC=CC=N4. Drug 2: CC1=C2C(C(=O)C3(C(CC4C(C3C(C(C2(C)C)(CC1OC(=O)C(C(C5=CC=CC=C5)NC(=O)OC(C)(C)C)O)O)OC(=O)C6=CC=CC=C6)(CO4)OC(=O)C)OC)C)OC. Cell line: NCI-H322M. Synergy scores: CSS=41.4, Synergy_ZIP=1.36, Synergy_Bliss=2.14, Synergy_Loewe=-41.8, Synergy_HSA=1.73. (6) Drug 1: C1=NNC2=C1C(=O)NC=N2. Drug 2: CC1=C(C(=O)C2=C(C1=O)N3CC4C(C3(C2COC(=O)N)OC)N4)N. Cell line: SK-OV-3. Synergy scores: CSS=22.4, Synergy_ZIP=-3.05, Synergy_Bliss=2.80, Synergy_Loewe=-22.4, Synergy_HSA=2.74. (7) Drug 1: CNC(=O)C1=CC=CC=C1SC2=CC3=C(C=C2)C(=NN3)C=CC4=CC=CC=N4. Drug 2: CN(C(=O)NC(C=O)C(C(C(CO)O)O)O)N=O. Cell line: RPMI-8226. Synergy scores: CSS=-17.9, Synergy_ZIP=0.599, Synergy_Bliss=-17.8, Synergy_Loewe=-22.7, Synergy_HSA=-22.8.